Dataset: Peptide-MHC class I binding affinity with 185,985 pairs from IEDB/IMGT. Task: Regression. Given a peptide amino acid sequence and an MHC pseudo amino acid sequence, predict their binding affinity value. This is MHC class I binding data. (1) The peptide sequence is TLRFKTKAL. The MHC is HLA-A02:01 with pseudo-sequence HLA-A02:01. The binding affinity (normalized) is 0.213. (2) The peptide sequence is SQVKCCHYF. The MHC is HLA-B15:01 with pseudo-sequence HLA-B15:01. The binding affinity (normalized) is 1.00. (3) The peptide sequence is GPRRAAWRI. The MHC is HLA-A31:01 with pseudo-sequence HLA-A31:01. The binding affinity (normalized) is 0.0847. (4) The peptide sequence is VLAGWLFHV. The MHC is HLA-C04:01 with pseudo-sequence HLA-C04:01. The binding affinity (normalized) is 0.213.